Predict the reactants needed to synthesize the given product. From a dataset of Full USPTO retrosynthesis dataset with 1.9M reactions from patents (1976-2016). (1) Given the product [CH2:35]([S:32][C:16]1[N:17]([C:20]2[CH:21]=[CH:22][C:23]([O:26][CH2:27][C:28]([F:31])([F:29])[F:30])=[CH:24][CH:25]=2)[C:18](=[O:19])[C:13]2[CH:12]=[CH:11][C:10]([CH2:9][OH:8])=[N:33][C:14]=2[N:15]=1)[CH3:36], predict the reactants needed to synthesize it. The reactants are: [Si]([O:8][CH2:9][C:10]1[CH:11]=[CH:12][C:13]2[C:18](=[O:19])[N:17]([C:20]3[CH:25]=[CH:24][C:23]([O:26][CH2:27][C:28]([F:31])([F:30])[F:29])=[CH:22][CH:21]=3)[C:16](=[S:32])[NH:15][C:14]=2[N:33]=1)(C(C)(C)C)(C)C.[F-].[CH2:35]([N+](CCCC)(CCCC)CCCC)[CH2:36]CC.O. (2) Given the product [CH3:19][C:20]1[C:28]([NH:29][C:2]2[CH:7]=[CH:6][N:5]=[C:4]3[CH:8]=[C:9]([C:11]4[CH:16]=[CH:15][C:14]([CH2:17][OH:18])=[CH:13][CH:12]=4)[O:10][C:3]=23)=[CH:27][CH:26]=[C:25]2[C:21]=1[CH:22]=[CH:23][NH:24]2, predict the reactants needed to synthesize it. The reactants are: Cl[C:2]1[CH:7]=[CH:6][N:5]=[C:4]2[CH:8]=[C:9]([C:11]3[CH:16]=[CH:15][C:14]([CH2:17][OH:18])=[CH:13][CH:12]=3)[O:10][C:3]=12.[CH3:19][C:20]1[C:28]([NH2:29])=[CH:27][CH:26]=[C:25]2[C:21]=1[CH:22]=[CH:23][NH:24]2. (3) Given the product [Cl:13][C:14]1[C:15]([I:21])=[CH:16][CH:17]=[C:18]([F:20])[C:19]=1[CH:25]=[O:26], predict the reactants needed to synthesize it. The reactants are: C(NC(C)C)(C)C.C([Li])CCC.[Cl:13][C:14]1[CH:19]=[C:18]([F:20])[CH:17]=[CH:16][C:15]=1[I:21].CN([CH:25]=[O:26])C. (4) Given the product [Br:1][C:2]1[CH:3]=[CH:4][C:5]([OH:11])=[C:6]([CH:10]=1)[C:7]([NH:16][C:15]1[CH:14]=[C:13]([Cl:12])[C:19]([OH:20])=[C:18]([Cl:21])[CH:17]=1)=[O:9], predict the reactants needed to synthesize it. The reactants are: [Br:1][C:2]1[CH:10]=[C:6]([C:7]([OH:9])=O)[C:5]([OH:11])=[CH:4][CH:3]=1.[Cl:12][C:13]1[CH:14]=[C:15]([CH:17]=[C:18]([Cl:21])[C:19]=1[OH:20])[NH2:16]. (5) Given the product [OH:27][C:24]1[CH:25]=[C:26]2[C:21]([CH:20]=[CH:19][CH:18]=[C:17]2[NH:16][C:9](=[O:10])[O:11][C:12]([CH3:13])([CH3:14])[CH3:15])=[CH:22][CH:23]=1, predict the reactants needed to synthesize it. The reactants are: [C:9](O[C:9]([O:11][C:12]([CH3:15])([CH3:14])[CH3:13])=[O:10])([O:11][C:12]([CH3:15])([CH3:14])[CH3:13])=[O:10].[NH2:16][C:17]1[C:26]2[C:21](=[CH:22][CH:23]=[C:24]([OH:27])[CH:25]=2)[CH:20]=[CH:19][CH:18]=1.C(N(CC)CC)C.O1CCOCC1.